The task is: Binary Classification. Given a drug SMILES string, predict its activity (active/inactive) in a high-throughput screening assay against a specified biological target.. This data is from HIV replication inhibition screening data with 41,000+ compounds from the AIDS Antiviral Screen. The molecule is COc1ccc2c(c1)[nH]c1c(C)c3ccncc3c(C)c12. The result is 0 (inactive).